This data is from NCI-60 drug combinations with 297,098 pairs across 59 cell lines. The task is: Regression. Given two drug SMILES strings and cell line genomic features, predict the synergy score measuring deviation from expected non-interaction effect. (1) Drug 1: CC1=C2C(C(=O)C3(C(CC4C(C3C(C(C2(C)C)(CC1OC(=O)C(C(C5=CC=CC=C5)NC(=O)OC(C)(C)C)O)O)OC(=O)C6=CC=CC=C6)(CO4)OC(=O)C)OC)C)OC. Drug 2: CN1C2=C(C=C(C=C2)N(CCCl)CCCl)N=C1CCCC(=O)O.Cl. Cell line: SK-MEL-28. Synergy scores: CSS=38.2, Synergy_ZIP=1.95, Synergy_Bliss=2.12, Synergy_Loewe=-14.6, Synergy_HSA=1.36. (2) Drug 1: C1CNP(=O)(OC1)N(CCCl)CCCl. Drug 2: CC1C(C(CC(O1)OC2CC(CC3=C2C(=C4C(=C3O)C(=O)C5=C(C4=O)C(=CC=C5)OC)O)(C(=O)CO)O)N)O.Cl. Synergy scores: CSS=26.7, Synergy_ZIP=-1.99, Synergy_Bliss=-3.97, Synergy_Loewe=-3.56, Synergy_HSA=-2.63. Cell line: NCI-H322M. (3) Drug 1: CC(C)(C#N)C1=CC(=CC(=C1)CN2C=NC=N2)C(C)(C)C#N. Drug 2: CC(C)NC(=O)C1=CC=C(C=C1)CNNC.Cl. Cell line: SW-620. Synergy scores: CSS=3.73, Synergy_ZIP=1.88, Synergy_Bliss=5.06, Synergy_Loewe=0.901, Synergy_HSA=0.920. (4) Drug 1: C1CCC(C1)C(CC#N)N2C=C(C=N2)C3=C4C=CNC4=NC=N3. Drug 2: CCC1=CC2CC(C3=C(CN(C2)C1)C4=CC=CC=C4N3)(C5=C(C=C6C(=C5)C78CCN9C7C(C=CC9)(C(C(C8N6C)(C(=O)OC)O)OC(=O)C)CC)OC)C(=O)OC.C(C(C(=O)O)O)(C(=O)O)O. Cell line: RXF 393. Synergy scores: CSS=34.2, Synergy_ZIP=7.19, Synergy_Bliss=8.02, Synergy_Loewe=2.81, Synergy_HSA=8.91. (5) Drug 1: CC1CCC2CC(C(=CC=CC=CC(CC(C(=O)C(C(C(=CC(C(=O)CC(OC(=O)C3CCCCN3C(=O)C(=O)C1(O2)O)C(C)CC4CCC(C(C4)OC)O)C)C)O)OC)C)C)C)OC. Drug 2: CS(=O)(=O)OCCCCOS(=O)(=O)C. Cell line: NCIH23. Synergy scores: CSS=25.8, Synergy_ZIP=0.352, Synergy_Bliss=2.59, Synergy_Loewe=1.97, Synergy_HSA=1.70. (6) Cell line: RXF 393. Synergy scores: CSS=36.8, Synergy_ZIP=7.77, Synergy_Bliss=11.0, Synergy_Loewe=-1.09, Synergy_HSA=14.1. Drug 2: C1=CC(=C2C(=C1NCCNCCO)C(=O)C3=C(C=CC(=C3C2=O)O)O)NCCNCCO. Drug 1: CC1=C(C=C(C=C1)NC2=NC=CC(=N2)N(C)C3=CC4=NN(C(=C4C=C3)C)C)S(=O)(=O)N.Cl. (7) Drug 1: CC1OCC2C(O1)C(C(C(O2)OC3C4COC(=O)C4C(C5=CC6=C(C=C35)OCO6)C7=CC(=C(C(=C7)OC)O)OC)O)O. Drug 2: C(CC(=O)O)C(=O)CN.Cl. Cell line: K-562. Synergy scores: CSS=34.3, Synergy_ZIP=-9.45, Synergy_Bliss=-5.35, Synergy_Loewe=-39.7, Synergy_HSA=-3.13. (8) Drug 1: C1CC(=O)NC(=O)C1N2C(=O)C3=CC=CC=C3C2=O. Drug 2: CC1CCCC2(C(O2)CC(NC(=O)CC(C(C(=O)C(C1O)C)(C)C)O)C(=CC3=CSC(=N3)C)C)C. Cell line: HL-60(TB). Synergy scores: CSS=48.6, Synergy_ZIP=1.54, Synergy_Bliss=-1.16, Synergy_Loewe=-35.0, Synergy_HSA=-3.99. (9) Drug 1: CC1CCC2CC(C(=CC=CC=CC(CC(C(=O)C(C(C(=CC(C(=O)CC(OC(=O)C3CCCCN3C(=O)C(=O)C1(O2)O)C(C)CC4CCC(C(C4)OC)OCCO)C)C)O)OC)C)C)C)OC. Drug 2: C1CC(=O)NC(=O)C1N2C(=O)C3=CC=CC=C3C2=O. Cell line: SNB-75. Synergy scores: CSS=-2.34, Synergy_ZIP=1.18, Synergy_Bliss=2.33, Synergy_Loewe=-1.00, Synergy_HSA=-0.991.